Dataset: Reaction yield outcomes from USPTO patents with 853,638 reactions. Task: Predict the reaction yield, written as a fraction of the theoretical maximum amount of product (1.0 means a 100% yield; for example, 0.34 means a 34% yield). The reactants are [NH2:1][C:2]1[CH:7]=[CH:6][N:5]=[CH:4][CH:3]=1.P(=O)(O)(O)O.[N+]([O-])(O)=O.[N:17]([O-])=O.[Na+].[CH3:21][C:22](=[O:27])[CH2:23][C:24](=[O:26])[CH3:25].C([O-])(=O)C.[K+].C([O-])([O-])=O.[Na+].[Na+]. The catalyst is C(O)C. The product is [N:5]1[CH:6]=[CH:7][C:2]([NH:1][N:17]=[C:23]([C:22](=[O:27])[CH3:21])[C:24](=[O:26])[CH3:25])=[CH:3][CH:4]=1. The yield is 0.140.